From a dataset of Catalyst prediction with 721,799 reactions and 888 catalyst types from USPTO. Predict which catalyst facilitates the given reaction. (1) Reactant: C(OC([N:8]1[CH:13]2[CH2:14][CH2:15][CH:9]1[CH2:10][N:11]([C:16](=[O:18])[CH3:17])[CH2:12]2)=O)(C)(C)C.[ClH:19].O1CCOCC1. Product: [ClH:19].[CH:13]12[NH:8][CH:9]([CH2:15][CH2:14]1)[CH2:10][N:11]([C:16](=[O:18])[CH3:17])[CH2:12]2. The catalyst class is: 2. (2) Reactant: [F:1][C:2]([F:17])([C:6]1[CH:11]=[CH:10][C:9]([O:12][CH:13]([CH3:15])[CH3:14])=[C:8]([F:16])[CH:7]=1)[C:3]([OH:5])=O.P(Cl)(Cl)(Cl)=O.Cl.[NH2:24][CH2:25][C:26]1[CH:27]=[C:28]2[C:32](=[CH:33][CH:34]=1)[C:31](=[O:35])[N:30]([CH:36]1[CH2:41][CH2:40][C:39](=[O:42])[NH:38][C:37]1=[O:43])[CH2:29]2.C(=O)(O)[O-].[Na+]. Product: [O:43]=[C:37]1[CH:36]([N:30]2[CH2:29][C:28]3[C:32](=[CH:33][CH:34]=[C:26]([CH2:25][NH:24][C:3](=[O:5])[C:2]([F:1])([F:17])[C:6]4[CH:11]=[CH:10][C:9]([O:12][CH:13]([CH3:15])[CH3:14])=[C:8]([F:16])[CH:7]=4)[CH:27]=3)[C:31]2=[O:35])[CH2:41][CH2:40][C:39](=[O:42])[NH:38]1. The catalyst class is: 17. (3) Product: [CH3:8][NH:7][C:10]1([C:20]2[CH:24]=[CH:23][S:22][CH:21]=2)[CH2:19][CH2:18][C:13]2([O:14][CH2:15][CH2:16][O:17]2)[CH2:12][CH2:11]1. Reactant: [H-].[Al+3].[Li+].[H-].[H-].[H-].[N:7]([C:10]1([C:20]2[CH:24]=[CH:23][S:22][CH:21]=2)[CH2:19][CH2:18][C:13]2([O:17][CH2:16][CH2:15][O:14]2)[CH2:12][CH2:11]1)=[C:8]=O. The catalyst class is: 1. (4) Reactant: [F:1][C:2]1[CH:3]=[CH:4][C:5]([N:8]2[CH2:13][CH2:12][N:11]3[N:14]=[C:15]([CH2:17]OC4C=CC=CC=4)[CH:16]=[C:10]3[C:9]2=[O:25])=[N:6][CH:7]=1.B(Br)(Br)[Br:27]. Product: [Br:27][CH2:17][C:15]1[CH:16]=[C:10]2[C:9](=[O:25])[N:8]([C:5]3[CH:4]=[CH:3][C:2]([F:1])=[CH:7][N:6]=3)[CH2:13][CH2:12][N:11]2[N:14]=1. The catalyst class is: 2.